This data is from Forward reaction prediction with 1.9M reactions from USPTO patents (1976-2016). The task is: Predict the product of the given reaction. Given the reactants C([O:3][C:4]1(OCC)[CH2:10][CH:9]2[CH:5]1[CH2:6][CH2:7][C:8]2=[O:11])C.[BH4-].[Na+], predict the reaction product. The product is: [OH:11][CH:8]1[CH2:7][CH2:6][CH:5]2[CH:9]1[CH2:10][C:4]2=[O:3].